From a dataset of Catalyst prediction with 721,799 reactions and 888 catalyst types from USPTO. Predict which catalyst facilitates the given reaction. (1) Reactant: [Si:1](Cl)([C:4]([CH3:7])([CH3:6])[CH3:5])([CH3:3])[CH3:2].[OH:9][C:10]1[CH:15]=[CH:14][C:13]([CH2:16][C:17]([O:19][CH2:20][C:21]2[CH:26]=[CH:25][CH:24]=[CH:23][CH:22]=2)=[O:18])=[CH:12][CH:11]=1.N1C=CN=C1. Product: [Si:1]([O:9][C:10]1[CH:11]=[CH:12][C:13]([CH2:16][C:17]([O:19][CH2:20][C:21]2[CH:22]=[CH:23][CH:24]=[CH:25][CH:26]=2)=[O:18])=[CH:14][CH:15]=1)([C:4]([CH3:7])([CH3:6])[CH3:5])([CH3:3])[CH3:2]. The catalyst class is: 9. (2) Reactant: C([O:3][C:4]([C:6]1([C:9]2[CH:14]=[CH:13][C:12]([C:15]3[CH:20]=[CH:19][C:18]([C:21]4[S:22][C:23]([Cl:39])=[CH:24][C:25]=4[NH:26][C:27]([O:29][C@@H:30]([C:32]4[CH:37]=[CH:36][CH:35]=[CH:34][C:33]=4[F:38])[CH3:31])=[O:28])=[CH:17][C:16]=3[O:40][CH3:41])=[CH:11][CH:10]=2)[CH2:8][CH2:7]1)=[O:5])C.[OH-].[Na+].Cl. Product: [Cl:39][C:23]1[S:22][C:21]([C:18]2[CH:19]=[CH:20][C:15]([C:12]3[CH:13]=[CH:14][C:9]([C:6]4([C:4]([OH:5])=[O:3])[CH2:7][CH2:8]4)=[CH:10][CH:11]=3)=[C:16]([O:40][CH3:41])[CH:17]=2)=[C:25]([NH:26][C:27]([O:29][C@@H:30]([C:32]2[CH:37]=[CH:36][CH:35]=[CH:34][C:33]=2[F:38])[CH3:31])=[O:28])[CH:24]=1. The catalyst class is: 32. (3) Reactant: [CH3:1][C:2]1[CH:3]=[C:4]2[C:12](=[CH:13][CH:14]=1)[NH:11][C:10]1[CH:9]([C:15]3[CH:20]=[CH:19][CH:18]=[C:17]([OH:21])[CH:16]=3)[NH:8][CH2:7][CH2:6][C:5]2=1.CCN(CC)CC.[C:29](OC(=O)C)(=[O:31])[CH3:30]. Product: [C:29]([N:8]1[CH2:7][CH2:6][C:5]2[C:4]3[C:12](=[CH:13][CH:14]=[C:2]([CH3:1])[CH:3]=3)[NH:11][C:10]=2[CH:9]1[C:15]1[CH:16]=[C:17]([OH:21])[CH:18]=[CH:19][CH:20]=1)(=[O:31])[CH3:30]. The catalyst class is: 1.